Dataset: Full USPTO retrosynthesis dataset with 1.9M reactions from patents (1976-2016). Task: Predict the reactants needed to synthesize the given product. (1) Given the product [CH3:1][CH:2]([CH3:34])[C:3]([NH:5][C:6]1[CH:11]=[CH:10][CH:9]=[C:8]([CH:12]2[CH2:17][CH2:16][N:15]([CH2:18][CH2:19][CH2:20][C:21]3[C:37]4[C:36](=[CH:41][CH:40]=[CH:39][CH:38]=4)[N:42]([C:44]4[CH:49]=[CH:48][CH:47]=[CH:46][CH:45]=4)[C:22]=3[C:23]3[CH:24]=[CH:25][C:26]([C:29]([F:30])([F:32])[F:31])=[CH:27][CH:28]=3)[CH2:14][CH2:13]2)[CH:7]=1)=[O:4], predict the reactants needed to synthesize it. The reactants are: [CH3:1][CH:2]([CH3:34])[C:3]([NH:5][C:6]1[CH:11]=[CH:10][CH:9]=[C:8]([CH:12]2[CH2:17][CH2:16][N:15]([CH2:18][CH2:19][CH2:20][CH2:21][C:22](=O)[C:23]3[CH:28]=[CH:27][C:26]([C:29]([F:32])([F:31])[F:30])=[CH:25][CH:24]=3)[CH2:14][CH2:13]2)[CH:7]=1)=[O:4].Cl.[C:36]1([N:42]([C:44]2[CH:49]=[CH:48][CH:47]=[CH:46][CH:45]=2)N)[CH:41]=[CH:40][CH:39]=[CH:38][CH:37]=1. (2) Given the product [CH2:1]([O:8][C:9]([C:11]1[C:19]2[C:14](=[CH:15][CH:16]=[C:17]([O:20][CH2:21][CH2:22][CH2:23][N:26]3[CH2:30][CH2:29][CH2:28][CH2:27]3)[CH:18]=2)[NH:13][C:12]=1[CH3:25])=[O:10])[C:2]1[CH:7]=[CH:6][CH:5]=[CH:4][CH:3]=1, predict the reactants needed to synthesize it. The reactants are: [CH2:1]([O:8][C:9]([C:11]1[C:19]2[C:14](=[CH:15][CH:16]=[C:17]([O:20][CH2:21][CH2:22][CH2:23]Br)[CH:18]=2)[NH:13][C:12]=1[CH3:25])=[O:10])[C:2]1[CH:7]=[CH:6][CH:5]=[CH:4][CH:3]=1.[NH:26]1[CH2:30][CH2:29][CH2:28][CH2:27]1. (3) Given the product [Cl:1][C:2]1[CH:14]=[C:13]([Cl:15])[CH:12]=[CH:11][C:3]=1[O:4][C:5]([CH3:10])([CH3:9])[C:6]([NH2:18])=[O:7], predict the reactants needed to synthesize it. The reactants are: [Cl:1][C:2]1[CH:14]=[C:13]([Cl:15])[CH:12]=[CH:11][C:3]=1[O:4][C:5]([CH3:10])([CH3:9])[C:6](O)=[O:7].CC[N:18]=C=NCCCN(C)C.C1C=CC2N(O)N=NC=2C=1.C(N(CC)CC)C.